Predict which catalyst facilitates the given reaction. From a dataset of Catalyst prediction with 721,799 reactions and 888 catalyst types from USPTO. (1) Reactant: [Br:1][C:2]1[CH:8]=[C:7]([CH:9]([CH3:11])[CH3:10])[C:5](N)=[C:4]([CH:12]([CH3:14])[CH3:13])[CH:3]=1.N([O-])=O.[Na+].[PH2](O)=O. Product: [Br:1][C:2]1[CH:8]=[C:7]([CH:9]([CH3:10])[CH3:11])[CH:5]=[C:4]([CH:12]([CH3:14])[CH3:13])[CH:3]=1. The catalyst class is: 33. (2) Reactant: [CH3:1][O:2][C:3]1[CH:4]=[C:5]([C:9]2[CH:18]=[N:17][C:12]3[O:13][CH2:14][CH2:15][NH:16][C:11]=3[CH:10]=2)[CH:6]=[N:7][CH:8]=1.[Br:19][C:20]1[CH:21]=[C:22]([CH:26]=[C:27]([Br:31])[C:28]=1[O:29][CH3:30])[C:23](Cl)=[O:24].C(N(CC)CC)C.O. Product: [Br:19][C:20]1[CH:21]=[C:22]([C:23]([N:16]2[CH2:15][CH2:14][O:13][C:12]3[N:17]=[CH:18][C:9]([C:5]4[CH:6]=[N:7][CH:8]=[C:3]([O:2][CH3:1])[CH:4]=4)=[CH:10][C:11]2=3)=[O:24])[CH:26]=[C:27]([Br:31])[C:28]=1[O:29][CH3:30]. The catalyst class is: 4. (3) Reactant: N#N.[Cl-:3].[C:4]1([CH3:12])[CH:9]=[CH:8][C:7]([NH:10][NH3+:11])=[CH:6][CH:5]=1.[CH3:13][C:14]([CH3:21])([CH3:20])[C:15](=O)[CH2:16][C:17]#[N:18].CC(OC)(C)C. Product: [Cl-:3].[C:14]([C:15]1[CH:16]=[C:17]([NH3+:18])[N:10]([C:7]2[CH:8]=[CH:9][C:4]([CH3:12])=[CH:5][CH:6]=2)[N:11]=1)([CH3:21])([CH3:20])[CH3:13]. The catalyst class is: 5.